Dataset: TCR-epitope binding with 47,182 pairs between 192 epitopes and 23,139 TCRs. Task: Binary Classification. Given a T-cell receptor sequence (or CDR3 region) and an epitope sequence, predict whether binding occurs between them. (1) The epitope is LLMPILTLT. The TCR CDR3 sequence is CASSLTTTPRGTEAFF. Result: 0 (the TCR does not bind to the epitope). (2) The epitope is LLALHRSYL. The TCR CDR3 sequence is CASSLVQSREQYF. Result: 0 (the TCR does not bind to the epitope). (3) The epitope is GLCTLVAML. The TCR CDR3 sequence is CASSDSSTDTQYF. Result: 1 (the TCR binds to the epitope). (4) The epitope is LPAADLDDF. Result: 0 (the TCR does not bind to the epitope). The TCR CDR3 sequence is CAISESVGEAFF.